Dataset: Full USPTO retrosynthesis dataset with 1.9M reactions from patents (1976-2016). Task: Predict the reactants needed to synthesize the given product. (1) Given the product [ClH:29].[F:1][C:2]1[CH:7]=[CH:6][C:5]([CH2:8][CH2:9][N:10]([CH2:17][CH:18]2[CH2:22][CH2:21][O:20][CH2:19]2)[CH2:11][C:12]([N:14]2[CH2:15][CH2:31][CH2:30][CH2:16]2)=[O:13])=[CH:4][C:3]=1[O:23][CH2:24][C:25]([F:26])([F:27])[F:28], predict the reactants needed to synthesize it. The reactants are: [F:1][C:2]1[CH:7]=[CH:6][C:5]([CH2:8][CH2:9][N:10]([CH2:17][CH:18]2[CH2:22][CH2:21][O:20][CH2:19]2)[CH2:11][C:12]([N:14]([CH3:16])[CH3:15])=[O:13])=[CH:4][C:3]=1[O:23][CH2:24][C:25]([F:28])([F:27])[F:26].[Cl:29][CH2:30][C:31](N1CCCC1)=O.ClCC(N(C)C)=O. (2) Given the product [CH2:1]([C:3]1[CH:12]=[CH:11][C:10]2[C:5](=[C:6]([O:22][CH3:23])[CH:7]=[CH:8][C:9]=2[C:13]2[C:14]([CH3:20])([CH3:19])[C:15](=[O:16])[NH:30][N:29]=2)[N:4]=1)[CH3:2], predict the reactants needed to synthesize it. The reactants are: [CH2:1]([C:3]1[CH:12]=[CH:11][C:10]2[C:5](=[C:6]([O:22][CH3:23])[CH:7]=[CH:8][C:9]=2[C:13](=O)[C:14]([CH3:20])([CH3:19])[C:15](OC)=[O:16])[N:4]=1)[CH3:2].C(O)(=O)C.O.[NH2:29][NH2:30].O. (3) Given the product [C:6]1([OH:1])[C:15]2[C:10](=[CH:11][CH:12]=[CH:13][CH:14]=2)[CH:9]=[CH:8][CH:7]=1, predict the reactants needed to synthesize it. The reactants are: [O:1]=O.CC([C:6]1[C:15]2[C:10](=[CH:11][CH:12]=[CH:13][CH:14]=2)[CH:9]=[CH:8][CH:7]=1)=O. (4) Given the product [Cl:27][C:24]1[CH:25]=[CH:26][C:21]([C:13]2[N:12]([CH:5]([CH:6]3[CH2:11][CH2:10][CH2:9][CH2:8][CH2:7]3)[CH2:4][OH:3])[C:16]3[CH:17]=[CH:18][CH:19]=[CH:20][C:15]=3[N:14]=2)=[CH:22][CH:23]=1, predict the reactants needed to synthesize it. The reactants are: C([O:3][C:4](=O)[CH:5]([N:12]1[C:16]2[CH:17]=[CH:18][CH:19]=[CH:20][C:15]=2[N:14]=[C:13]1[C:21]1[CH:26]=[CH:25][C:24]([Cl:27])=[CH:23][CH:22]=1)[CH:6]1[CH2:11][CH2:10][CH2:9][CH2:8][CH2:7]1)C.[H-].[Al+3].[Li+].[H-].[H-].[H-]. (5) The reactants are: [C:1]([O:5][C:6]([N:8]1[CH2:13][CH2:12][CH2:11][CH2:10][CH:9]1[C:14]([OH:16])=O)=[O:7])([CH3:4])([CH3:3])[CH3:2].Cl.[C:18]1([CH2:24][CH2:25][CH2:26][CH:27]([NH2:37])[CH2:28][CH2:29][CH2:30][C:31]2[CH:36]=[CH:35][CH:34]=[CH:33][CH:32]=2)[CH:23]=[CH:22][CH:21]=[CH:20][CH:19]=1.C(N(C(C)C)CC)(C)C.C1CN([P+](ON2N=NC3C=CC=CC2=3)(N2CCCC2)N2CCCC2)CC1.F[P-](F)(F)(F)(F)F. Given the product [C:1]([O:5][C:6]([N:8]1[CH2:13][CH2:12][CH2:11][CH2:10][CH:9]1[C:14](=[O:16])[NH:37][CH:27]([CH2:26][CH2:25][CH2:24][C:18]1[CH:19]=[CH:20][CH:21]=[CH:22][CH:23]=1)[CH2:28][CH2:29][CH2:30][C:31]1[CH:32]=[CH:33][CH:34]=[CH:35][CH:36]=1)=[O:7])([CH3:2])([CH3:3])[CH3:4], predict the reactants needed to synthesize it. (6) Given the product [C:10]([C:9]1[CH:12]=[CH:13][C:6]([N:5]([CH2:1][CH:2]([CH3:4])[CH3:3])[CH2:19][C:20]([OH:22])=[O:21])=[CH:7][C:8]=1[C:14]([F:15])([F:16])[F:17])#[N:11], predict the reactants needed to synthesize it. The reactants are: [CH2:1]([NH:5][C:6]1[CH:13]=[CH:12][C:9]([C:10]#[N:11])=[C:8]([C:14]([F:17])([F:16])[F:15])[CH:7]=1)[CH:2]([CH3:4])[CH3:3].Br[CH2:19][C:20]([O:22]C(C)(C)C)=[O:21].